Dataset: Catalyst prediction with 721,799 reactions and 888 catalyst types from USPTO. Task: Predict which catalyst facilitates the given reaction. (1) Reactant: [F:1][C:2]1[CH:3]=[C:4]([CH2:8][CH2:9][N:10]2[CH2:14][CH2:13][C@@H:12]([NH:15][C:16]3[N:17]=[CH:18][C:19](/[CH:22]=[CH:23]/[C:24]([O:26]C)=[O:25])=[N:20][CH:21]=3)[CH2:11]2)[CH:5]=[CH:6][CH:7]=1.[OH-].[Na+].Cl. Product: [F:1][C:2]1[CH:3]=[C:4]([CH2:8][CH2:9][N:10]2[CH2:14][CH2:13][C@@H:12]([NH:15][C:16]3[N:17]=[CH:18][C:19](/[CH:22]=[CH:23]/[C:24]([OH:26])=[O:25])=[N:20][CH:21]=3)[CH2:11]2)[CH:5]=[CH:6][CH:7]=1. The catalyst class is: 5. (2) Product: [NH2:40][C:36]1[N:35]=[C:34]([C:31]2[CH:30]=[CH:29][C:28]([C:9]3[N:8]([C:5]4[CH:4]=[CH:3][C:2]([Cl:1])=[CH:7][CH:6]=4)[C:13](=[O:14])[C:12]4[C:15]([S:24]([CH3:27])(=[O:25])=[O:26])=[N:16][N:17]([C:18]5[CH:23]=[CH:22][CH:21]=[CH:20][CH:19]=5)[C:11]=4[N:10]=3)=[CH:33][CH:32]=2)[CH:39]=[CH:38][N:37]=1. Reactant: [Cl:1][C:2]1[CH:7]=[CH:6][C:5]([N:8]2[C:13](=[O:14])[C:12]3[C:15]([S:24]([CH3:27])(=[O:26])=[O:25])=[N:16][N:17]([C:18]4[CH:23]=[CH:22][CH:21]=[CH:20][CH:19]=4)[C:11]=3[N:10]=[C:9]2[C:28]2[CH:33]=[CH:32][C:31]([C:34]3[CH:39]=[CH:38][N:37]=[C:36]([NH:40]CC4C=CC(OC)=CC=4)[N:35]=3)=[CH:30][CH:29]=2)=[CH:4][CH:3]=1. The catalyst class is: 67.